From a dataset of Peptide-MHC class I binding affinity with 185,985 pairs from IEDB/IMGT. Regression. Given a peptide amino acid sequence and an MHC pseudo amino acid sequence, predict their binding affinity value. This is MHC class I binding data. (1) The peptide sequence is RQQPTAFEF. The MHC is Mamu-B52 with pseudo-sequence Mamu-B52. The binding affinity (normalized) is 0.603. (2) The peptide sequence is MLAESCDSV. The MHC is HLA-A02:06 with pseudo-sequence HLA-A02:06. The binding affinity (normalized) is 1.00. (3) The peptide sequence is CSEVPQSGY. The MHC is HLA-B15:09 with pseudo-sequence HLA-B15:09. The binding affinity (normalized) is 0.0847.